Dataset: Full USPTO retrosynthesis dataset with 1.9M reactions from patents (1976-2016). Task: Predict the reactants needed to synthesize the given product. (1) Given the product [CH3:1][O:2][C:3](=[O:17])[C@@H:4]([O:14][CH2:15][CH3:16])[CH2:5][C:6]1[CH:11]=[CH:10][C:9]([O:12][CH2:19][C:20]2[N:21]=[C:22]([C:26]3[CH:31]=[CH:30][CH:29]=[CH:28][C:27]=3[F:32])[O:23][C:24]=2[CH3:25])=[CH:8][C:7]=1[F:13], predict the reactants needed to synthesize it. The reactants are: [CH3:1][O:2][C:3](=[O:17])[C@@H:4]([O:14][CH2:15][CH3:16])[CH2:5][C:6]1[CH:11]=[CH:10][C:9]([OH:12])=[CH:8][C:7]=1[F:13].Cl[CH2:19][C:20]1[N:21]=[C:22]([C:26]2[CH:31]=[CH:30][CH:29]=[CH:28][C:27]=2[F:32])[O:23][C:24]=1[CH3:25].FC1C=CC=CC=1C=O.O=P(Cl)(Cl)Cl.C(=O)([O-])[O-].[Cs+].[Cs+].[I-].[K+]. (2) Given the product [Br:8][C:5]1[CH:6]=[CH:7][C:2]([NH:14][C:12](=[O:13])[C:11]2[C:10]([F:9])=[CH:18][CH:17]=[CH:16][C:15]=2[F:19])=[N:3][CH:4]=1, predict the reactants needed to synthesize it. The reactants are: Cl[C:2]1[CH:7]=[CH:6][C:5]([Br:8])=[CH:4][N:3]=1.[F:9][C:10]1[CH:18]=[CH:17][CH:16]=[C:15]([F:19])[C:11]=1[C:12]([NH2:14])=[O:13].P([O-])([O-])([O-])=O.[K+].[K+].[K+].CN(C)CCN. (3) The reactants are: Br/[C:2](/[C:10]1[CH:15]=[CH:14][C:13]([Cl:16])=[C:12]([O:17][CH3:18])[N:11]=1)=[CH:3]\[C@@H:4]1[NH:8][C:7](=[O:9])[CH2:6][CH2:5]1.[C:19]([C:23]1[CH:28]=[CH:27][C:26](B(O)O)=[CH:25][CH:24]=1)([CH3:22])([CH3:21])[CH3:20].O1C=CC=C1P(C1OC=CC=1)C1OC=CC=1.C(=O)([O-])[O-].[Cs+].[Cs+]. Given the product [C:19]([C:23]1[CH:28]=[CH:27][C:26](/[C:2](/[C:10]2[CH:15]=[CH:14][C:13]([Cl:16])=[C:12]([O:17][CH3:18])[N:11]=2)=[CH:3]\[C@@H:4]2[NH:8][C:7](=[O:9])[CH2:6][CH2:5]2)=[CH:25][CH:24]=1)([CH3:22])([CH3:21])[CH3:20], predict the reactants needed to synthesize it. (4) Given the product [C:1]([O:5][C:6]([N:8]1[CH2:13][CH2:12][CH2:11][C@H:10]2[CH2:14][N:15]([C:17]3[C:26]([O:27][CH3:28])=[C:25]4[C:20]([C:21](=[O:35])[C:22]([C:32]([O:34][CH2:38][C:39](=[O:40])[NH:41][CH:42]([P:51]([O:52][CH2:53][CH3:54])([O:55][CH2:56][CH3:57])=[O:58])[P:43]([O:44][CH2:45][CH3:46])([O:47][CH2:48][CH3:49])=[O:50])=[O:33])=[CH:23][N:24]4[CH:29]4[CH2:31][CH2:30]4)=[CH:19][C:18]=3[F:36])[CH2:16][C@@H:9]12)=[O:7])([CH3:4])([CH3:2])[CH3:3], predict the reactants needed to synthesize it. The reactants are: [C:1]([O:5][C:6]([N:8]1[CH2:13][CH2:12][CH2:11][C@H:10]2[CH2:14][N:15]([C:17]3[C:26]([O:27][CH3:28])=[C:25]4[C:20]([C:21](=[O:35])[C:22]([C:32]([OH:34])=[O:33])=[CH:23][N:24]4[CH:29]4[CH2:31][CH2:30]4)=[CH:19][C:18]=3[F:36])[CH2:16][C@@H:9]12)=[O:7])([CH3:4])([CH3:3])[CH3:2].Br[CH2:38][C:39]([NH:41][CH:42]([P:51](=[O:58])([O:55][CH2:56][CH3:57])[O:52][CH2:53][CH3:54])[P:43](=[O:50])([O:47][CH2:48][CH3:49])[O:44][CH2:45][CH3:46])=[O:40].C([O-])([O-])=O.[Cs+].[Cs+]. (5) Given the product [CH3:8][C:7]1[N:6]=[C:5]([O:9][C:10]2[CH:11]=[CH:12][CH:13]=[CH:14][CH:15]=2)[C:4]2[N:16]=[CH:27][N:17]([CH2:18][CH2:19][O:20][C:21]3[CH:26]=[CH:25][CH:24]=[CH:23][CH:22]=3)[C:3]=2[C:2]=1[CH3:1], predict the reactants needed to synthesize it. The reactants are: [CH3:1][C:2]1[C:3]([NH:17][CH2:18][CH2:19][O:20][C:21]2[CH:26]=[CH:25][CH:24]=[CH:23][CH:22]=2)=[C:4]([NH2:16])[C:5]([O:9][C:10]2[CH:15]=[CH:14][CH:13]=[CH:12][CH:11]=2)=[N:6][C:7]=1[CH3:8].[C:27](OCC)(OCC)(OCC)C.Cl.N1C=CC=CC=1. (6) Given the product [C:1]([C:3]1[N:7]2[CH:8]=[C:9]([C:12]3[CH:13]=[CH:14][C:15]([C:16]([N:22]4[CH2:27][CH2:26][O:25][CH2:24][CH2:23]4)=[O:18])=[CH:19][CH:20]=3)[CH:10]=[CH:11][C:6]2=[N:5][CH:4]=1)#[CH:2], predict the reactants needed to synthesize it. The reactants are: [C:1]([C:3]1[N:7]2[CH:8]=[C:9]([C:12]3[CH:20]=[CH:19][C:15]([C:16]([OH:18])=O)=[CH:14][CH:13]=3)[CH:10]=[CH:11][C:6]2=[N:5][CH:4]=1)#[CH:2].C[N:22]1[CH2:27][CH2:26][O:25][CH2:24][CH2:23]1.CN(C(ON1N=NC2C=CC=NC1=2)=[N+](C)C)C.F[P-](F)(F)(F)(F)F.N1CCOCC1. (7) The reactants are: [C:1]([C:3]1[CH:4]=[C:5]([CH:34]([CH3:36])[CH3:35])[C:6]2[O:10][C:9]([C:11]3[CH:32]=[CH:31][C:14]([C:15]([NH:17][CH2:18][CH:19]4[CH2:23][CH2:22][N:21](C(OC(C)(C)C)=O)[CH2:20]4)=[O:16])=[CH:13][CH:12]=3)=[N:8][C:7]=2[CH:33]=1)#[N:2].FC(F)(F)C(O)=O. Given the product [C:1]([C:3]1[CH:4]=[C:5]([CH:34]([CH3:36])[CH3:35])[C:6]2[O:10][C:9]([C:11]3[CH:12]=[CH:13][C:14]([C:15]([NH:17][CH2:18][CH:19]4[CH2:23][CH2:22][NH:21][CH2:20]4)=[O:16])=[CH:31][CH:32]=3)=[N:8][C:7]=2[CH:33]=1)#[N:2], predict the reactants needed to synthesize it. (8) Given the product [Br:23][C:24]1[C:25]([CH2:34][NH:1][CH:2]2[CH2:3][CH2:4][N:5]([CH2:8][CH2:9][N:10]3[C:19]4[C:14](=[CH:15][CH:16]=[C:17]([O:20][CH3:21])[CH:18]=4)[N:13]=[CH:12][C:11]3=[O:22])[CH2:6][CH2:7]2)=[CH:26][C:27]2[O:32][CH2:31][CH2:30][O:29][C:28]=2[CH:33]=1, predict the reactants needed to synthesize it. The reactants are: [NH2:1][CH:2]1[CH2:7][CH2:6][N:5]([CH2:8][CH2:9][N:10]2[C:19]3[C:14](=[CH:15][CH:16]=[C:17]([O:20][CH3:21])[CH:18]=3)[N:13]=[CH:12][C:11]2=[O:22])[CH2:4][CH2:3]1.[Br:23][C:24]1[C:25]([CH:34]=O)=[CH:26][C:27]2[O:32][CH2:31][CH2:30][O:29][C:28]=2[CH:33]=1.C(O[BH-](OC(=O)C)OC(=O)C)(=O)C.[Na+].C(=O)([O-])O.[Na+].